Dataset: Peptide-MHC class II binding affinity with 134,281 pairs from IEDB. Task: Regression. Given a peptide amino acid sequence and an MHC pseudo amino acid sequence, predict their binding affinity value. This is MHC class II binding data. (1) The peptide sequence is LIRKKLMTSPKWVQM. The MHC is DRB4_0101 with pseudo-sequence DRB4_0103. The binding affinity (normalized) is 0.401. (2) The peptide sequence is EVLGFRMVQDERVGR. The MHC is HLA-DQA10401-DQB10402 with pseudo-sequence HLA-DQA10401-DQB10402. The binding affinity (normalized) is 0.314. (3) The peptide sequence is ATISATPESATPFPH. The MHC is DRB1_1302 with pseudo-sequence DRB1_1302. The binding affinity (normalized) is 0.198. (4) The peptide sequence is LKNCVDAKMTEEDKE. The MHC is DRB1_1201 with pseudo-sequence DRB1_1201. The binding affinity (normalized) is 0. (5) The binding affinity (normalized) is 0.367. The peptide sequence is IEKVDAAFKVAATAANAAPA. The MHC is HLA-DQA10301-DQB10302 with pseudo-sequence HLA-DQA10301-DQB10302.